From a dataset of NCI-60 drug combinations with 297,098 pairs across 59 cell lines. Regression. Given two drug SMILES strings and cell line genomic features, predict the synergy score measuring deviation from expected non-interaction effect. (1) Drug 1: C1CN(P(=O)(OC1)NCCCl)CCCl. Synergy scores: CSS=-1.62, Synergy_ZIP=0.564, Synergy_Bliss=0.793, Synergy_Loewe=-2.21, Synergy_HSA=-1.27. Cell line: MALME-3M. Drug 2: CC12CCC3C(C1CCC2OP(=O)(O)O)CCC4=C3C=CC(=C4)OC(=O)N(CCCl)CCCl.[Na+]. (2) Drug 1: CC1=C2C(C(=O)C3(C(CC4C(C3C(C(C2(C)C)(CC1OC(=O)C(C(C5=CC=CC=C5)NC(=O)OC(C)(C)C)O)O)OC(=O)C6=CC=CC=C6)(CO4)OC(=O)C)OC)C)OC. Drug 2: CC12CCC3C(C1CCC2=O)CC(=C)C4=CC(=O)C=CC34C. Cell line: CAKI-1. Synergy scores: CSS=41.2, Synergy_ZIP=-2.65, Synergy_Bliss=-7.48, Synergy_Loewe=-4.30, Synergy_HSA=-2.33. (3) Drug 1: CNC(=O)C1=CC=CC=C1SC2=CC3=C(C=C2)C(=NN3)C=CC4=CC=CC=N4. Drug 2: CN1CCC(CC1)COC2=C(C=C3C(=C2)N=CN=C3NC4=C(C=C(C=C4)Br)F)OC. Cell line: EKVX. Synergy scores: CSS=27.3, Synergy_ZIP=-1.35, Synergy_Bliss=3.05, Synergy_Loewe=3.09, Synergy_HSA=5.20. (4) Drug 1: C1=C(C(=O)NC(=O)N1)N(CCCl)CCCl. Drug 2: C1C(C(OC1N2C=NC3=C2NC=NCC3O)CO)O. Cell line: SNB-75. Synergy scores: CSS=-0.764, Synergy_ZIP=-4.93, Synergy_Bliss=-15.0, Synergy_Loewe=-15.0, Synergy_HSA=-14.9. (5) Drug 1: CC1=C(N=C(N=C1N)C(CC(=O)N)NCC(C(=O)N)N)C(=O)NC(C(C2=CN=CN2)OC3C(C(C(C(O3)CO)O)O)OC4C(C(C(C(O4)CO)O)OC(=O)N)O)C(=O)NC(C)C(C(C)C(=O)NC(C(C)O)C(=O)NCCC5=NC(=CS5)C6=NC(=CS6)C(=O)NCCC[S+](C)C)O. Drug 2: CCC1(C2=C(COC1=O)C(=O)N3CC4=CC5=C(C=CC(=C5CN(C)C)O)N=C4C3=C2)O.Cl. Cell line: A498. Synergy scores: CSS=28.9, Synergy_ZIP=-1.66, Synergy_Bliss=4.55, Synergy_Loewe=3.78, Synergy_HSA=5.36.